Dataset: Reaction yield outcomes from USPTO patents with 853,638 reactions. Task: Predict the reaction yield, written as a fraction of the theoretical maximum amount of product (1.0 means a 100% yield; for example, 0.34 means a 34% yield). (1) The reactants are FC(F)(F)C1C=CC(NC2N=C3C=CC=C([C:18]4[CH:19]=[CH:20][C:21]5[N:25]=[C:24]([C:26]([NH2:28])=[O:27])[NH:23][C:22]=5[CH:29]=4)N3N=2)=CC=1.OO.[OH-].[Na+].FC(F)(F)C(O)=O. The catalyst is CS(C)=O.O. The product is [NH:23]1[C:22]2[CH:29]=[CH:18][CH:19]=[CH:20][C:21]=2[N:25]=[C:24]1[C:26]([NH2:28])=[O:27]. The yield is 0.297. (2) The reactants are [NH2:1][C:2]1[C:7]2[C:8]([C:11]3[CH:16]=[CH:15][C:14]([NH:17][C:18]([C:20]4[N:21]([CH3:29])[C:22]5[C:27]([CH:28]=4)=[CH:26][CH:25]=[CH:24][CH:23]=5)=[O:19])=[C:13]([O:30][CH3:31])[CH:12]=3)=[CH:9][O:10][C:6]=2[C:5](I)=[CH:4][N:3]=1.C([O:35][CH:36](OCC)/[CH:37]=[CH:38]/B1OC(C)(C)C(C)(C)O1)C.C(=O)([O-])[O-].[Na+].[Na+].O.C1(C)C=CC(S(O)(=O)=O)=CC=1. The catalyst is COCCOC.O.CC(C)=O. The product is [NH2:1][C:2]1[C:7]2[C:8]([C:11]3[CH:16]=[CH:15][C:14]([NH:17][C:18]([C:20]4[N:21]([CH3:29])[C:22]5[C:27]([CH:28]=4)=[CH:26][CH:25]=[CH:24][CH:23]=5)=[O:19])=[C:13]([O:30][CH3:31])[CH:12]=3)=[CH:9][O:10][C:6]=2[C:5](/[CH:38]=[CH:37]/[CH:36]=[O:35])=[CH:4][N:3]=1. The yield is 0.620. (3) The yield is 0.360. The catalyst is O1CCOCC1.C1C=CC([P]([Pd]([P](C2C=CC=CC=2)(C2C=CC=CC=2)C2C=CC=CC=2)([P](C2C=CC=CC=2)(C2C=CC=CC=2)C2C=CC=CC=2)[P](C2C=CC=CC=2)(C2C=CC=CC=2)C2C=CC=CC=2)(C2C=CC=CC=2)C2C=CC=CC=2)=CC=1. The product is [OH:4][C:5]1[CH:31]=[CH:30][C:8]([CH2:9][O:10][C@H:11]([C@H:16]2[O:24][C@H:23]3[C@H:19]([N:20]=[C:21]([N:25]([CH3:27])[CH3:26])[S:22]3)[C@@H:18]([OH:28])[C@@H:17]2[OH:29])[C:12]([F:14])([F:15])[F:13])=[CH:7][CH:6]=1. The reactants are C([O:4][C:5]1[CH:31]=[CH:30][C:8]([CH2:9][O:10][C@H:11]([C@H:16]2[O:24][C@H:23]3[C@H:19]([N:20]=[C:21]([N:25]([CH3:27])[CH3:26])[S:22]3)[C@@H:18]([OH:28])[C@@H:17]2[OH:29])[C:12]([F:15])([F:14])[F:13])=[CH:7][CH:6]=1)C=C.C(O)=O.C(N(CC)CC)C. (4) The reactants are [Cl:1][C:2]1[CH:7]=[C:6]([Cl:8])[CH:5]=[CH:4][C:3]=1[C:9]1[N:10]=[C:11]([CH2:16][O:17][C:18]2[CH:23]=[CH:22][C:21]([C:24]3[CH:29]=[CH:28][CH:27]=[C:26]([OH:30])[CH:25]=3)=[CH:20][CH:19]=2)[N:12]([CH2:14][CH3:15])[CH:13]=1.[CH3:31][O:32][C:33](=[O:45])[C:34]1[CH:39]=[C:38](F)[CH:37]=[CH:36][C:35]=1[C:41]([F:44])([F:43])[F:42]. The product is [CH3:31][O:32][C:33](=[O:45])[C:34]1[CH:39]=[C:38]([O:30][C:26]2[CH:25]=[C:24]([C:21]3[CH:22]=[CH:23][C:18]([O:17][CH2:16][C:11]4[N:12]([CH2:14][CH3:15])[CH:13]=[C:9]([C:3]5[CH:4]=[CH:5][C:6]([Cl:8])=[CH:7][C:2]=5[Cl:1])[N:10]=4)=[CH:19][CH:20]=3)[CH:29]=[CH:28][CH:27]=2)[CH:37]=[CH:36][C:35]=1[C:41]([F:42])([F:44])[F:43]. No catalyst specified. The yield is 0.640. (5) The reactants are [Br-].[O:2]1[CH2:6][CH2:5][O:4][CH:3]1[CH2:7][P+](C1C=CC=CC=1)(C1C=CC=CC=1)C1C=CC=CC=1.[CH3:27]C(C)([O-])C.[K+].[CH:33]1([NH:39][C:40]2[C:45](C=O)=[CH:44][N:43]=[C:42]3[N:48]([S:51]([C:54]4[CH:60]=[CH:59][C:57]([CH3:58])=[CH:56][CH:55]=4)(=[O:53])=[O:52])[CH:49]=[CH:50][C:41]=23)[CH2:38][CH2:37][CH2:36][CH2:35][CH2:34]1.O. The catalyst is C1COCC1. The product is [O:4]1[CH2:5][CH2:6][O:2][CH:3]1[CH:7]=[CH:27][C:45]1[CH:44]=[N:43][C:42]2[N:48]([S:51]([C:54]3[CH:60]=[CH:59][C:57]([CH3:58])=[CH:56][CH:55]=3)(=[O:52])=[O:53])[CH:49]=[CH:50][C:41]=2[C:40]=1[NH:39][CH:33]1[CH2:34][CH2:35][CH2:36][CH2:37][CH2:38]1. The yield is 0.670.